This data is from Full USPTO retrosynthesis dataset with 1.9M reactions from patents (1976-2016). The task is: Predict the reactants needed to synthesize the given product. (1) Given the product [Cl:13][C:14]1[CH:19]=[C:18]([S:20]([CH2:23][CH3:24])(=[O:22])=[O:21])[CH:17]=[CH:16][C:15]=1[O:8][C:6]1[CH:5]=[C:4]([CH2:9][C:10]([OH:12])=[O:11])[CH:3]=[C:2]([F:1])[CH:7]=1, predict the reactants needed to synthesize it. The reactants are: [F:1][C:2]1[CH:3]=[C:4]([CH2:9][C:10]([OH:12])=[O:11])[CH:5]=[C:6]([OH:8])[CH:7]=1.[Cl:13][C:14]1[CH:19]=[C:18]([S:20]([CH2:23][CH3:24])(=[O:22])=[O:21])[CH:17]=[CH:16][C:15]=1F. (2) The reactants are: [Cl:1][C:2]1[C:10]([C:11]([F:14])([F:13])[F:12])=[CH:9][C:5]([C:6]([OH:8])=O)=[CH:4][N:3]=1.[CH3:15][O:16][C:17]1[CH:18]=[C:19]([CH:21]=[CH:22][CH:23]=1)[NH2:20]. Given the product [Cl:1][C:2]1[C:10]([C:11]([F:14])([F:13])[F:12])=[CH:9][C:5]([C:6]([NH:20][C:19]2[CH:21]=[CH:22][CH:23]=[C:17]([O:16][CH3:15])[CH:18]=2)=[O:8])=[CH:4][N:3]=1, predict the reactants needed to synthesize it. (3) The reactants are: [NH:1]1[CH:5]=[C:4]([C:6]2[S:10][CH:9]=[C:8]([C:11]([OH:13])=O)[CH:7]=2)[CH:3]=[N:2]1.[C:14]([O:18][C:19]([N:21]1[CH2:27][CH2:26][CH2:25][NH:24][CH2:23][CH2:22]1)=[O:20])([CH3:17])([CH3:16])[CH3:15].CCN(C(C)C)C(C)C.CN(C(ON1N=NC2C=CC=NC1=2)=[N+](C)C)C.F[P-](F)(F)(F)(F)F. Given the product [C:14]([O:18][C:19]([N:21]1[CH2:27][CH2:26][CH2:25][N:24]([C:11]([C:8]2[CH:7]=[C:6]([C:4]3[CH:5]=[N:1][NH:2][CH:3]=3)[S:10][CH:9]=2)=[O:13])[CH2:23][CH2:22]1)=[O:20])([CH3:17])([CH3:15])[CH3:16], predict the reactants needed to synthesize it. (4) Given the product [OH:13][C:11]([C@H:14]1[CH2:19][CH2:18][C@H:17]([NH:20][C:21](=[O:30])[O:22][CH2:23][C:24]2[CH:25]=[CH:26][CH:27]=[CH:28][CH:29]=2)[CH2:16][CH2:15]1)([C:2]1[S:1][CH:5]=[CH:4][N:3]=1)[CH3:12], predict the reactants needed to synthesize it. The reactants are: [S:1]1[CH:5]=[CH:4][N:3]=[CH:2]1.[Li]CCCC.[C:11]([C@H:14]1[CH2:19][CH2:18][C@H:17]([NH:20][C:21](=[O:30])[O:22][CH2:23][C:24]2[CH:29]=[CH:28][CH:27]=[CH:26][CH:25]=2)[CH2:16][CH2:15]1)(=[O:13])[CH3:12]. (5) Given the product [N:3]1[CH:4]=[CH:5][C:6]([N:8]2[CH2:13][CH2:12][CH:11]([C:14]([O:16][CH3:17])=[O:15])[CH2:10][CH2:9]2)=[N:7][CH:2]=1, predict the reactants needed to synthesize it. The reactants are: Cl[C:2]1[N:7]=[C:6]([N:8]2[CH2:13][CH2:12][CH:11]([C:14]([O:16][CH3:17])=[O:15])[CH2:10][CH2:9]2)[CH:5]=[CH:4][N:3]=1.[H][H]. (6) Given the product [C:6]([O:5][CH2:4][C:3]1[C:2]([B:35]2[O:36][C:37]([CH3:42])([CH3:43])[C:38]([CH3:40])([CH3:41])[O:39]2)=[CH:12][CH:11]=[CH:10][C:9]=1[N:13]1[CH2:25][CH2:24][N:16]2[C:17]3[CH2:18][CH2:19][CH2:20][CH2:21][C:22]=3[CH:23]=[C:15]2[C:14]1=[O:26])(=[O:8])[CH3:7], predict the reactants needed to synthesize it. The reactants are: Br[C:2]1[CH:12]=[CH:11][CH:10]=[C:9]([N:13]2[CH2:25][CH2:24][N:16]3[C:17]4[CH2:18][CH2:19][CH2:20][CH2:21][C:22]=4[CH:23]=[C:15]3[C:14]2=[O:26])[C:3]=1[CH2:4][O:5][C:6](=[O:8])[CH3:7].[CH3:42][C:37]1([CH3:43])[C:38]([CH3:41])([CH3:40])[O:39][B:35]([B:35]2[O:39][C:38]([CH3:41])([CH3:40])[C:37]([CH3:43])([CH3:42])[O:36]2)[O:36]1.CC([O-])=O.[K+]. (7) Given the product [ClH:19].[C:1]([N:4]1[C:12]2[C:7](=[CH:8][C:9]([F:13])=[CH:10][CH:11]=2)[CH2:6][CH:5]1[C:14](=[NH:15])[O:18][CH2:16][CH3:17])(=[O:3])[CH3:2], predict the reactants needed to synthesize it. The reactants are: [C:1]([N:4]1[C:12]2[C:7](=[CH:8][C:9]([F:13])=[CH:10][CH:11]=2)[CH2:6][CH:5]1[C:14]#[N:15])(=[O:3])[CH3:2].[CH2:16]([OH:18])[CH3:17].[ClH:19].C(OCC)C.